From a dataset of Reaction yield outcomes from USPTO patents with 853,638 reactions. Predict the reaction yield, written as a fraction of the theoretical maximum amount of product (1.0 means a 100% yield; for example, 0.34 means a 34% yield). (1) The reactants are Br[C:2]1[CH:3]=[C:4]([C:15]([NH:17][CH2:18][C:19]2[C:20](=[O:27])[NH:21][C:22]([CH3:26])=[CH:23][C:24]=2[CH3:25])=[O:16])[C:5]2[CH:10]=[N:9][N:8]([CH:11]3[CH2:14][CH2:13][CH2:12]3)[C:6]=2[N:7]=1.[CH3:28][C:29]1([CH3:46])[CH2:34][C:33](B2OC(C)(C)C(C)(C)O2)=[CH:32][C:31]([CH3:45])([CH3:44])[NH:30]1.C([O-])([O-])=O.[Na+].[Na+].CCOC(C)=O. The catalyst is O1CCOCC1.C1C=CC([P]([Pd]([P](C2C=CC=CC=2)(C2C=CC=CC=2)C2C=CC=CC=2)([P](C2C=CC=CC=2)(C2C=CC=CC=2)C2C=CC=CC=2)[P](C2C=CC=CC=2)(C2C=CC=CC=2)C2C=CC=CC=2)(C2C=CC=CC=2)C2C=CC=CC=2)=CC=1. The product is [CH:11]1([N:8]2[C:6]3[N:7]=[C:2]([C:33]4[CH2:32][C:31]([CH3:45])([CH3:44])[NH:30][C:29]([CH3:46])([CH3:28])[CH:34]=4)[CH:3]=[C:4]([C:15]([NH:17][CH2:18][C:19]4[C:20](=[O:27])[NH:21][C:22]([CH3:26])=[CH:23][C:24]=4[CH3:25])=[O:16])[C:5]=3[CH:10]=[N:9]2)[CH2:14][CH2:13][CH2:12]1. The yield is 0.800. (2) The reactants are [NH2:1][C:2]1[CH:3]=[CH:4][CH:5]=[C:6]2[C:11]=1[N:10]=[CH:9][CH:8]=[CH:7]2.[F:12][C:13]([F:25])([F:24])[C:14]1[N:19]=[CH:18][C:17]([S:20](Cl)(=[O:22])=[O:21])=[CH:16][CH:15]=1. The catalyst is CN(C1C=CN=CC=1)C. The product is [N:10]1[C:11]2[C:6](=[CH:5][CH:4]=[CH:3][C:2]=2[NH:1][S:20]([C:17]2[CH:18]=[N:19][C:14]([C:13]([F:25])([F:12])[F:24])=[CH:15][CH:16]=2)(=[O:22])=[O:21])[CH:7]=[CH:8][CH:9]=1. The yield is 0.580. (3) The reactants are [NH2:1][C:2]1[S:6][C:5]2[CH2:7][CH2:8][C:9]([CH3:11])([CH3:10])[C:4]=2[C:3]=1[C:12]([O:14]CC)=O.O.[CH:18]([NH2:20])=O. No catalyst specified. The product is [CH3:10][C:9]1([CH3:11])[C:4]2[C:3]3[C:12](=[O:14])[NH:20][CH:18]=[N:1][C:2]=3[S:6][C:5]=2[CH2:7][CH2:8]1. The yield is 0.750. (4) The reactants are [F:1][C:2]1[CH:7]=[C:6]([N+:8]([O-:10])=[O:9])[CH:5]=[CH:4][C:3]=1[NH2:11].[Br:12]Br.C([O-])(O)=O.[Na+]. The catalyst is CC(O)=O. The product is [Br:12][C:4]1[CH:5]=[C:6]([N+:8]([O-:10])=[O:9])[CH:7]=[C:2]([F:1])[C:3]=1[NH2:11]. The yield is 0.970. (5) The reactants are [CH2:1]([O:8][C:9]1[CH:18]=[C:17]2[C:12]([C:13]([O:19][C:20]3[CH:25]=[CH:24][C:23]([NH2:26])=[C:22]([F:27])[CH:21]=3)=[CH:14][CH:15]=[N:16]2)=[CH:11][C:10]=1[C:28]#[N:29])[C:2]1[CH:7]=[CH:6][CH:5]=[CH:4][CH:3]=1.[C:30](Cl)(=[O:38])[O:31][C:32]1[CH:37]=[CH:36][CH:35]=[CH:34][CH:33]=1.O.C1(C)C=CC=CC=1. The catalyst is CN(C)C=O.N1C=CC=CC=1. The product is [C:28]([C:10]1[CH:11]=[C:12]2[C:17](=[CH:18][C:9]=1[O:8][CH2:1][C:2]1[CH:7]=[CH:6][CH:5]=[CH:4][CH:3]=1)[N:16]=[CH:15][CH:14]=[C:13]2[O:19][C:20]1[CH:25]=[CH:24][C:23]([NH:26][C:30](=[O:38])[O:31][C:32]2[CH:37]=[CH:36][CH:35]=[CH:34][CH:33]=2)=[C:22]([F:27])[CH:21]=1)#[N:29]. The yield is 0.560. (6) The reactants are [OH:1][CH:2]1[CH2:7][CH2:6][N:5]([C:8]([O:10][C:11]([CH3:14])([CH3:13])[CH3:12])=[O:9])[CH2:4][CH2:3]1.CC([O-])(C)C.[K+].Cl[C:22]1[N:27]=[C:26]([NH2:28])[C:25]([Cl:29])=[CH:24][N:23]=1. The catalyst is C1COCC1.C(OC(=O)C)C. The product is [NH2:28][C:26]1[C:25]([Cl:29])=[CH:24][N:23]=[C:22]([O:1][CH:2]2[CH2:3][CH2:4][N:5]([C:8]([O:10][C:11]([CH3:14])([CH3:13])[CH3:12])=[O:9])[CH2:6][CH2:7]2)[N:27]=1. The yield is 0.720. (7) The reactants are [C:1]([C:3]1[CH:8]=[C:7]([C:9]2[CH:18]=[CH:17][C:12]([C:13]([O:15][CH3:16])=[O:14])=[CH:11][CH:10]=2)[CH:6]=[CH:5][N:4]=1)#[N:2].[C:19]([O:23][C:24](O[C:24]([O:23][C:19]([CH3:22])([CH3:21])[CH3:20])=[O:25])=[O:25])([CH3:22])([CH3:21])[CH3:20]. The catalyst is C1COCC1.[Pd]. The product is [C:19]([O:23][C:24]([NH:2][CH2:1][C:3]1[CH:8]=[C:7]([C:9]2[CH:18]=[CH:17][C:12]([C:13]([O:15][CH3:16])=[O:14])=[CH:11][CH:10]=2)[CH:6]=[CH:5][N:4]=1)=[O:25])([CH3:22])([CH3:21])[CH3:20]. The yield is 0.320. (8) The reactants are F[C:2]1[CH:9]=[CH:8][C:5]([C:6]#[N:7])=[CH:4][C:3]=1[O:10][CH2:11][O:12][CH3:13].[Br:14][C:15]1[CH:20]=[CH:19][C:18]([OH:21])=[CH:17][C:16]=1[CH:22]1[O:26][CH2:25][CH2:24][O:23]1.C(=O)([O-])[O-].[K+].[K+].C(OCC)(=O)C.O. The catalyst is CN(C)C=O. The product is [Br:14][C:15]1[CH:20]=[CH:19][C:18]([O:21][C:2]2[CH:9]=[CH:8][C:5]([C:6]#[N:7])=[CH:4][C:3]=2[O:10][CH2:11][O:12][CH3:13])=[CH:17][C:16]=1[CH:22]1[O:23][CH2:24][CH2:25][O:26]1. The yield is 0.440. (9) The reactants are [C:1]([N:5]1[C:9]2[CH:10]=[CH:11][C:12]([C:14]3[CH:15]=[N:16][CH:17]=[C:18]([O:20][CH3:21])[CH:19]=3)=[CH:13][C:8]=2[N:7]=[C:6]1[C:22]1[CH:23]=[C:24]([CH:29]=[CH:30][CH:31]=1)[C:25]([NH:27][OH:28])=[NH:26])([CH3:4])([CH3:3])[CH3:2].[CH2:32]([O:34][C:35](=[O:39])[C:36](Cl)=O)[CH3:33].C(N(C(C)C)CC)(C)C. The catalyst is CN(C=O)C. The product is [CH2:32]([O:34][C:35]([C:36]1[O:28][N:27]=[C:25]([C:24]2[CH:29]=[CH:30][CH:31]=[C:22]([C:6]3[N:5]([C:1]([CH3:4])([CH3:2])[CH3:3])[C:9]4[CH:10]=[CH:11][C:12]([C:14]5[CH:15]=[N:16][CH:17]=[C:18]([O:20][CH3:21])[CH:19]=5)=[CH:13][C:8]=4[N:7]=3)[CH:23]=2)[N:26]=1)=[O:39])[CH3:33]. The yield is 0.760. (10) The reactants are [O:1]1[C:6]2[CH:7]=[CH:8][C:9](B(O)O)=[CH:10][C:5]=2[O:4][CH2:3][CH2:2]1.I[C:15]1[C:23]2[C:18](=[N:19][CH:20]=[N:21][C:22]=2[NH2:24])[N:17]([CH:25]([CH3:27])[CH3:26])[N:16]=1.C([O-])([O-])=O.[Na+].[Na+]. The catalyst is CCO.COCCOC.C1C=CC([P]([Pd]([P](C2C=CC=CC=2)(C2C=CC=CC=2)C2C=CC=CC=2)([P](C2C=CC=CC=2)(C2C=CC=CC=2)C2C=CC=CC=2)[P](C2C=CC=CC=2)(C2C=CC=CC=2)C2C=CC=CC=2)(C2C=CC=CC=2)C2C=CC=CC=2)=CC=1. The product is [O:1]1[CH2:2][CH2:3][O:4][C:5]2[CH:10]=[C:9]([C:15]3[C:23]4[C:18](=[N:19][CH:20]=[N:21][C:22]=4[NH2:24])[N:17]([CH:25]([CH3:27])[CH3:26])[N:16]=3)[CH:8]=[CH:7][C:6]1=2. The yield is 0.150.